From a dataset of Forward reaction prediction with 1.9M reactions from USPTO patents (1976-2016). Predict the product of the given reaction. Given the reactants Cl[C:2]1[N:3]=[C:4]([NH:18][CH3:19])[C:5]2[CH2:10][CH2:9][CH:8]([C:11]3[CH:16]=[CH:15][C:14]([F:17])=[CH:13][CH:12]=3)[C:6]=2[N:7]=1.[Cl:20][C:21]1[N:22]=[CH:23][N:24]([C:26]2[CH:32]=[CH:31][C:29]([NH2:30])=[CH:28][C:27]=2[O:33][CH3:34])[CH:25]=1, predict the reaction product. The product is: [Cl:20][C:21]1[N:22]=[CH:23][N:24]([C:26]2[CH:32]=[CH:31][C:29]([NH:30][C:2]3[N:3]=[C:4]([NH:18][CH3:19])[C:5]4[CH2:10][CH2:9][CH:8]([C:11]5[CH:16]=[CH:15][C:14]([F:17])=[CH:13][CH:12]=5)[C:6]=4[N:7]=3)=[CH:28][C:27]=2[O:33][CH3:34])[CH:25]=1.